This data is from Forward reaction prediction with 1.9M reactions from USPTO patents (1976-2016). The task is: Predict the product of the given reaction. (1) The product is: [CH3:1][C:2]1([CH3:17])[O:7][C:6]2[CH:8]=[CH:9][C:10]3[CH:11]=[CH:12][C:13](=[O:16])[C:14](=[O:18])[C:15]=3[C:5]=2[CH:4]=[CH:3]1. Given the reactants [CH3:1][C:2]1([CH3:17])[O:7][C:6]2[CH:8]=[CH:9][C:10]3[C:15]([C:5]=2[CH:4]=[CH:3]1)=[CH:14][C:13]([OH:16])=[CH:12][CH:11]=3.[O:18]=O, predict the reaction product. (2) Given the reactants [CH3:1][Si:2]([CH3:9])([CH3:8])N[Si:2]([CH3:9])([CH3:8])[CH3:1].C([Li])CCC.[F:15][C:16]1[CH:17]=[CH:18][C:19]([CH3:24])=[C:20]([CH:23]=1)[CH:21]=O.C[Si](Cl)(C)C.[CH2:30]([N:32](CC)CC)[CH3:31].C(Cl)(=[O:39])C, predict the reaction product. The product is: [F:15][C:16]1[CH:17]=[CH:18][C:19]([CH3:24])=[C:20]([CH:21]=[N:32][C:30]([O:39][Si:2]([CH3:9])([CH3:8])[CH3:1])=[CH2:31])[CH:23]=1. (3) Given the reactants N[NH:2][C:3]([C:5]1[CH:10]=[CH:9][C:8](B(O)O)=[CH:7][CH:6]=1)=[O:4].Cl[C:15]1[CH:20]=[C:19](Cl)[N:18]=[CH:17][N:16]=1.[IH:22], predict the reaction product. The product is: [I:22][C:15]1[CH:20]=[C:19]([C:8]2[CH:9]=[CH:10][C:5]([C:3]([NH2:2])=[O:4])=[CH:6][CH:7]=2)[N:18]=[CH:17][N:16]=1. (4) The product is: [OH:9][CH:10]1[CH2:11][CH2:12][N:13]([C:16]([NH:18][C@H:19]2[CH2:24][CH2:23][CH2:22][N:21]([C:25]3[CH:30]=[CH:29][CH:28]=[CH:27][CH:26]=3)[CH2:20]2)=[O:17])[CH2:14][CH2:15]1. Given the reactants C(N(CC)CC)C.Cl.[OH:9][CH:10]1[CH2:15][CH2:14][N:13]([C:16]([NH:18][C@H:19]2[CH2:24][CH2:23][CH2:22][NH:21][CH2:20]2)=[O:17])[CH2:12][CH2:11]1.[C:25]1(B(O)O)[CH:30]=[CH:29][CH:28]=[CH:27][CH:26]=1.O1CCCC1, predict the reaction product. (5) Given the reactants Cl[C:2]1[N:7]=[CH:6][N:5]2[C:8]([S:14]([N:17]3[CH2:22][CH2:21][C:20]([F:24])([F:23])[CH2:19][CH2:18]3)(=[O:16])=[O:15])=[C:9]([CH:11]([CH3:13])[CH3:12])[N:10]=[C:4]2[CH:3]=1.[C:25]([NH2:33])(=[O:32])[C:26]1[CH:31]=[CH:30][CH:29]=[CH:28][CH:27]=1, predict the reaction product. The product is: [F:23][C:20]1([F:24])[CH2:21][CH2:22][N:17]([S:14]([C:8]2[N:5]3[CH:6]=[N:7][C:2]([NH:33][C:25](=[O:32])[C:26]4[CH:31]=[CH:30][CH:29]=[CH:28][CH:27]=4)=[CH:3][C:4]3=[N:10][C:9]=2[CH:11]([CH3:13])[CH3:12])(=[O:16])=[O:15])[CH2:18][CH2:19]1.